Dataset: Forward reaction prediction with 1.9M reactions from USPTO patents (1976-2016). Task: Predict the product of the given reaction. (1) Given the reactants BrC1C=CC(C(O)=O)=NC=1.C(Cl)(=O)C([Cl:14])=O.[CH:17]([N:20]([CH:23]([CH3:25])[CH3:24])[CH2:21][CH3:22])([CH3:19])[CH3:18], predict the reaction product. The product is: [CH3:22][CH2:21][N:20]([CH:23]([CH3:25])[CH3:24])[CH:17]([CH3:19])[CH3:18].[ClH:14]. (2) Given the reactants [N:1]1[CH:6]=[CH:5][CH:4]=[N:3][C:2]=1[CH2:7][O:8][C:9]1[CH:14]=[CH:13][NH:12][C:11](=[O:15])[CH:10]=1.Br[C:17]1[CH:18]=[CH:19][C:20]2[C:21]3[CH2:30][N:29]([C:31]([O:33][C:34]([CH3:37])([CH3:36])[CH3:35])=[O:32])[CH2:28][CH2:27][C:22]=3[N:23]([CH3:26])[C:24]=2[CH:25]=1.OC1C=CC=C2C=1N=CC=C2.C([O-])([O-])=O.[Cs+].[Cs+], predict the reaction product. The product is: [CH3:26][N:23]1[C:24]2[CH:25]=[C:17]([N:12]3[CH:13]=[CH:14][C:9]([O:8][CH2:7][C:2]4[N:3]=[CH:4][CH:5]=[CH:6][N:1]=4)=[CH:10][C:11]3=[O:15])[CH:18]=[CH:19][C:20]=2[C:21]2[CH2:30][N:29]([C:31]([O:33][C:34]([CH3:37])([CH3:36])[CH3:35])=[O:32])[CH2:28][CH2:27][C:22]1=2. (3) Given the reactants Cl[C:2]1[C:3]2[CH:10]=[C:9]([C:11]3[CH:16]=[CH:15][C:14]([N:17]4[CH2:22][CH2:21][O:20][CH2:19][CH2:18]4)=[CH:13][CH:12]=3)[NH:8][C:4]=2[N:5]=[CH:6][N:7]=1.[C:23]([C:25]1[CH:26]=[CH:27][C:28]([O:34][CH3:35])=[C:29](B(O)O)[CH:30]=1)#[N:24].C([O-])([O-])=O.[Na+].[Na+].C(#N)C.O, predict the reaction product. The product is: [CH3:35][O:34][C:28]1[CH:29]=[CH:30][C:25]([C:23]#[N:24])=[CH:26][C:27]=1[C:2]1[C:3]2[CH:10]=[C:9]([C:11]3[CH:16]=[CH:15][C:14]([N:17]4[CH2:22][CH2:21][O:20][CH2:19][CH2:18]4)=[CH:13][CH:12]=3)[NH:8][C:4]=2[N:5]=[CH:6][N:7]=1. (4) Given the reactants [N+:1]([C:4]1[CH:12]=[CH:11][C:7]([C:8](Cl)=[O:9])=[CH:6][CH:5]=1)([O-:3])=[O:2].[C:13]1([O:21][CH3:22])[C:14](=[CH:17][CH:18]=[CH:19][CH:20]=1)[O:15][CH3:16], predict the reaction product. The product is: [CH3:16][O:15][C:14]1[CH:17]=[C:18]([CH:19]=[CH:20][C:13]=1[O:21][CH3:22])[C:8]([C:7]1[CH:11]=[CH:12][C:4]([N+:1]([O-:3])=[O:2])=[CH:5][CH:6]=1)=[O:9]. (5) Given the reactants [CH2:1]([C:3]1[CH:4]=[C:5]2[C:10](=[CH:11][CH:12]=1)[NH:9][C@@H:8]([CH3:13])[CH2:7][C@H:6]2[NH:14][C:15]1[CH:20]=[CH:19][C:18]([CH2:21][CH3:22])=[CH:17][CH:16]=1)[CH3:2].[C:23](OC(=O)C)(=[O:25])[CH3:24], predict the reaction product. The product is: [C:23]([N:9]1[C:10]2[C:5](=[CH:4][C:3]([CH2:1][CH3:2])=[CH:12][CH:11]=2)[C@H:6]([NH:14][C:15]2[CH:16]=[CH:17][C:18]([CH2:21][CH3:22])=[CH:19][CH:20]=2)[CH2:7][C@@H:8]1[CH3:13])(=[O:25])[CH3:24]. (6) Given the reactants [O:1]1[CH:5]=[CH:4][CH:3]=[C:2]1[C:6]1[C:7]2[CH:24]=[CH:23][CH:22]=[N:21][C:8]=2[N:9]=[C:10]([NH:19][CH3:20])[CH:11]([C:13]2[S:14][CH:15]=[C:16](I)[CH:17]=2)[N:12]=1.[CH2:25]([OH:29])[CH2:26][C:27]#[CH:28], predict the reaction product. The product is: [O:1]1[CH:5]=[CH:4][CH:3]=[C:2]1[C:6]1[C:7]2[CH:24]=[CH:23][CH:22]=[N:21][C:8]=2[N:9]=[C:10]([NH:19][CH3:20])[CH:11]([C:13]2[S:14][CH:15]=[C:16]([C:28]#[C:27][CH2:26][CH2:25][OH:29])[CH:17]=2)[N:12]=1. (7) Given the reactants [C:1]12([C:11]3[C:12]([O:22][CH3:23])=[CH:13][C:14]([O:20][CH3:21])=[C:15]([CH:19]=3)[C:16](O)=[O:17])[CH2:10][CH:5]3[CH2:6][CH:7]([CH2:9][CH:3]([CH2:4]3)[CH2:2]1)[CH2:8]2.[OH:24][C:25]1[CH:32]=[C:31]([OH:33])[CH:30]=[CH:29][C:26]=1[CH2:27][NH2:28], predict the reaction product. The product is: [C:1]12([C:11]3[C:12]([O:22][CH3:23])=[CH:13][C:14]([O:20][CH3:21])=[C:15]([CH:19]=3)[C:16]([NH:28][CH2:27][C:26]3[CH:29]=[CH:30][C:31]([OH:33])=[CH:32][C:25]=3[OH:24])=[O:17])[CH2:2][CH:3]3[CH2:9][CH:7]([CH2:6][CH:5]([CH2:4]3)[CH2:10]1)[CH2:8]2. (8) Given the reactants [NH2:1][C:2]1[CH:7]=[CH:6][C:5]([NH:8][C:9]2[N:14]=[CH:13][C:12]([CH2:15][C:16]([NH2:18])=[O:17])=[C:11]([NH:19][CH2:20][C:21]3[CH:26]=[CH:25][CH:24]=[CH:23][CH:22]=3)[CH:10]=2)=[CH:4][CH:3]=1.[CH:27]([N:30]=[C:31]=[O:32])([CH3:29])[CH3:28].O, predict the reaction product. The product is: [CH2:20]([NH:19][C:11]1[CH:10]=[C:9]([NH:8][C:5]2[CH:4]=[CH:3][C:2]([NH:1][C:31](=[O:32])[NH:30][CH:27]([CH3:29])[CH3:28])=[CH:7][CH:6]=2)[N:14]=[CH:13][C:12]=1[CH2:15][C:16]([NH2:18])=[O:17])[C:21]1[CH:22]=[CH:23][CH:24]=[CH:25][CH:26]=1. (9) Given the reactants [C:1](Cl)(=O)C.[NH2:5][C:6]1[CH:14]=[C:13]([CH3:15])[CH:12]=[C:11]2[C:7]=1[CH:8]=[N:9][N:10]2[C:16]1[CH:17]=[C:18]([CH:22]=[CH:23][CH:24]=1)[C:19]([OH:21])=[O:20], predict the reaction product. The product is: [NH2:5][C:6]1[CH:14]=[C:13]([CH3:15])[CH:12]=[C:11]2[C:7]=1[CH:8]=[N:9][N:10]2[C:16]1[CH:17]=[C:18]([CH:22]=[CH:23][CH:24]=1)[C:19]([O:21][CH3:1])=[O:20]. (10) Given the reactants [C:1]1([S:7]([NH2:10])(=[O:9])=[O:8])[CH:6]=[CH:5][CH:4]=[CH:3][CH:2]=1.Br[CH2:12][C:13]1[N:14]=[CH:15][S:16][C:17]=1[CH2:18]Br.[H-].[Na+].O, predict the reaction product. The product is: [C:1]1([S:7]([N:10]2[CH2:18][C:17]3[S:16][CH:15]=[N:14][C:13]=3[CH2:12]2)(=[O:9])=[O:8])[CH:6]=[CH:5][CH:4]=[CH:3][CH:2]=1.